From a dataset of Forward reaction prediction with 1.9M reactions from USPTO patents (1976-2016). Predict the product of the given reaction. (1) The product is: [F:18][C:19]1[CH:20]=[CH:21][C:22]([CH:25]([C:27]2[CH:32]=[CH:31][C:30]([F:33])=[CH:29][CH:28]=2)[O:1][C:2]2[CH:14]=[CH:13][C:12]([N+:15]([O-:17])=[O:16])=[CH:11][C:3]=2[C:4]([O:6][C:7]([CH3:10])([CH3:9])[CH3:8])=[O:5])=[CH:23][CH:24]=1. Given the reactants [OH:1][C:2]1[CH:14]=[CH:13][C:12]([N+:15]([O-:17])=[O:16])=[CH:11][C:3]=1[C:4]([O:6][C:7]([CH3:10])([CH3:9])[CH3:8])=[O:5].[F:18][C:19]1[CH:24]=[CH:23][C:22]([CH:25]([C:27]2[CH:32]=[CH:31][C:30]([F:33])=[CH:29][CH:28]=2)O)=[CH:21][CH:20]=1.C1(P(C2C=CC=CC=2)C2C=CC=CC=2)C=CC=CC=1, predict the reaction product. (2) Given the reactants [Cl:1][C:2]1[CH:3]=[C:4](I)[N:5]2[C:10]=1[CH:9]=[N:8][C:7]([S:11][CH3:12])=[N:6]2.CC1(C)C(C)(C)OB([C:22]2[CH:27]=[CH:26][CH:25]=[CH:24][C:23]=2[NH:28][S:29]([CH3:32])(=[O:31])=[O:30])O1.[C:34](=O)([O-])[O-].[Na+].[Na+].S(OC)(OC)(=O)=O, predict the reaction product. The product is: [Cl:1][C:2]1[CH:3]=[C:4]([C:22]2[CH:27]=[CH:26][CH:25]=[CH:24][C:23]=2[N:28]([CH3:34])[S:29]([CH3:32])(=[O:31])=[O:30])[N:5]2[C:10]=1[CH:9]=[N:8][C:7]([S:11][CH3:12])=[N:6]2. (3) Given the reactants C(OC(=O)[NH:7][CH2:8][C:9]1[CH:14]=[CH:13][C:12]([C:15]2[N:16]([CH3:20])[CH:17]=[CH:18][N:19]=2)=[CH:11][CH:10]=1)(C)(C)C, predict the reaction product. The product is: [CH3:20][N:16]1[CH:17]=[CH:18][N:19]=[C:15]1[C:12]1[CH:13]=[CH:14][C:9]([CH2:8][NH2:7])=[CH:10][CH:11]=1. (4) The product is: [CH:10]([N:9]([CH2:12][C@@H:13]([CH2:17][CH:18]([CH3:20])[CH3:19])[C:14]([NH:22][C@@H:23]([C:41]([CH3:44])([CH3:43])[CH3:42])[C:24]([N:26]1[CH2:27][CH2:28][CH:29]([NH:32][C:33](=[O:40])[C:34]2[CH:39]=[CH:38][CH:37]=[CH:36][CH:35]=2)[CH2:30][CH2:31]1)=[O:25])=[O:15])[OH:8])=[O:11]. Given the reactants C([O:8][N:9]([CH2:12][C@@H:13]([CH2:17][CH:18]([CH3:20])[CH3:19])[C:14](O)=[O:15])[CH:10]=[O:11])C1C=CC=CC=1.Cl.[NH2:22][C@@H:23]([C:41]([CH3:44])([CH3:43])[CH3:42])[C:24]([N:26]1[CH2:31][CH2:30][CH:29]([NH:32][C:33](=[O:40])[C:34]2[CH:39]=[CH:38][CH:37]=[CH:36][CH:35]=2)[CH2:28][CH2:27]1)=[O:25], predict the reaction product. (5) Given the reactants I[CH:2]([CH3:4])[CH3:3].C(=O)([O-])[O-].[K+].[K+].[F:11][C:12]1([F:30])[CH2:17][CH2:16][C:15](=[CH:18][C:19]2[CH:20]=[C:21]([C:25]3[CH:26]=[N:27][NH:28][CH:29]=3)[CH:22]=[CH:23][CH:24]=2)[CH2:14][CH2:13]1, predict the reaction product. The product is: [F:30][C:12]1([F:11])[CH2:13][CH2:14][C:15](=[CH:18][C:19]2[CH:20]=[C:21]([C:25]3[CH:29]=[N:28][N:27]([CH:2]([CH3:4])[CH3:3])[CH:26]=3)[CH:22]=[CH:23][CH:24]=2)[CH2:16][CH2:17]1. (6) Given the reactants [H-].[Na+].[NH:3]1[CH2:7][CH2:6][CH2:5][C:4]1=[O:8].[CH:9]1([C@H:12]([NH:20][C:21]([C:23]2[C:32]3[C:27](=[C:28]([F:33])[CH:29]=[CH:30][CH:31]=3)[C:26](=[O:34])[N:25]([C:35]3[CH:36]=[N:37][CH:38]=[CH:39][CH:40]=3)[C:24]=2[CH2:41]Br)=[O:22])[C:13]2[CH:18]=[CH:17][CH:16]=[C:15]([F:19])[CH:14]=2)[CH2:11][CH2:10]1.Cl, predict the reaction product. The product is: [CH:9]1([C@H:12]([NH:20][C:21]([C:23]2[C:32]3[C:27](=[C:28]([F:33])[CH:29]=[CH:30][CH:31]=3)[C:26](=[O:34])[N:25]([C:35]3[CH:36]=[N:37][CH:38]=[CH:39][CH:40]=3)[C:24]=2[CH2:41][N:3]2[CH2:7][CH2:6][CH2:5][C:4]2=[O:8])=[O:22])[C:13]2[CH:18]=[CH:17][CH:16]=[C:15]([F:19])[CH:14]=2)[CH2:11][CH2:10]1. (7) The product is: [Cl:48][C:49]1[C:50]([CH2:55][NH:56][C:20]([C@H:13]2[CH2:12][N:11]([C:9]([O:8][CH2:1][C:2]3[CH:3]=[CH:4][CH:5]=[CH:6][CH:7]=3)=[O:10])[C@@H:16]([CH2:17][O:18][CH3:19])[CH2:15][CH2:14]2)=[O:22])=[N:51][CH:52]=[CH:53][N:54]=1. Given the reactants [CH2:1]([O:8][C:9]([N:11]1[C@@H:16]([CH2:17][O:18][CH3:19])[CH2:15][CH2:14][C@@H:13]([C:20]([OH:22])=O)[CH2:12]1)=[O:10])[C:2]1[CH:7]=[CH:6][CH:5]=[CH:4][CH:3]=1.CN(C(ON1N=NC2C=CC=NC1=2)=[N+](C)C)C.F[P-](F)(F)(F)(F)F.Cl.[Cl:48][C:49]1[C:50]([CH2:55][NH2:56])=[N:51][CH:52]=[CH:53][N:54]=1.CCN(CC)CC, predict the reaction product. (8) The product is: [C:20]([O:19][C@@H:12]1[C@H:11]([O:23][CH2:24][C:25]2[CH:30]=[CH:29][CH:28]=[CH:27][CH:26]=2)[C@@:10]([C:9]#[C:8][Si:3]([CH2:4][CH3:5])([CH2:6][CH3:7])[CH2:1][CH3:2])([CH2:31][O:32][CH2:33][C:34]2[CH:39]=[CH:38][CH:37]=[CH:36][CH:35]=2)[O:18][C@H:13]1[N:42]1[CH:41]=[N:49][C:48]2[C:43]1=[N:44][C:45]([NH2:50])=[N:46][C:47]=2[NH2:53])(=[O:22])[CH3:21]. Given the reactants [CH2:1]([Si:3]([C:8]#[C:9][C@:10]1([CH2:31][O:32][CH2:33][C:34]2[CH:39]=[CH:38][CH:37]=[CH:36][CH:35]=2)[O:18][CH:13](OC(=O)C)[C@H:12]([O:19][C:20](=[O:22])[CH3:21])[C@@H:11]1[O:23][CH2:24][C:25]1[CH:30]=[CH:29][CH:28]=[CH:27][CH:26]=1)([CH2:6][CH3:7])[CH2:4][CH3:5])[CH3:2].N[C:41]1[NH:49][C:48]2[C:43](=[N:44][C:45]([NH2:50])=[N:46][CH:47]=2)[N:42]=1.C/C(/O[Si](C)(C)C)=[N:53]\[Si](C)(C)C.FC(F)(F)S(O[Si](C)(C)C)(=O)=O.C(=O)([O-])O.[Na+], predict the reaction product. (9) Given the reactants C([O:3][C:4](=[O:48])[CH2:5][CH2:6][CH2:7][O:8][C:9]1[CH:14]=[CH:13][CH:12]=[C:11]([CH2:15][CH2:16][CH2:17][CH2:18][CH2:19][CH2:20][O:21][C:22]2[CH:23]=[C:24]([C:34]3[CH:39]=[CH:38][C:37]([Cl:40])=[CH:36][CH:35]=3)[CH:25]=[C:26]([S:28]([CH:31]([CH3:33])[CH3:32])(=[O:30])=[O:29])[CH:27]=2)[C:10]=1[CH2:41][CH2:42][C:43]([O:45]CC)=[O:44])C.[OH-].[Na+], predict the reaction product. The product is: [C:43]([CH2:42][CH2:41][C:10]1[C:11]([CH2:15][CH2:16][CH2:17][CH2:18][CH2:19][CH2:20][O:21][C:22]2[CH:23]=[C:24]([C:34]3[CH:35]=[CH:36][C:37]([Cl:40])=[CH:38][CH:39]=3)[CH:25]=[C:26]([S:28]([CH:31]([CH3:33])[CH3:32])(=[O:29])=[O:30])[CH:27]=2)=[CH:12][CH:13]=[CH:14][C:9]=1[O:8][CH2:7][CH2:6][CH2:5][C:4]([OH:48])=[O:3])([OH:45])=[O:44].